This data is from CYP2D6 inhibition data for predicting drug metabolism from PubChem BioAssay. The task is: Regression/Classification. Given a drug SMILES string, predict its absorption, distribution, metabolism, or excretion properties. Task type varies by dataset: regression for continuous measurements (e.g., permeability, clearance, half-life) or binary classification for categorical outcomes (e.g., BBB penetration, CYP inhibition). Dataset: cyp2d6_veith. (1) The drug is Cc1ccnc(NS(=O)(=O)c2ccc(NC(=O)C3CCCNC3=O)cc2)n1. The result is 0 (non-inhibitor). (2) The molecule is CS(=O)(=O)N1CCC[C@@]2(CCN(C(=O)Nc3cccc(C#N)c3)C2)C1. The result is 0 (non-inhibitor). (3) The molecule is Cn1cccc1C(=O)N1CCC2(CC1)CCN(c1cccc(-c3ccccc3)c1)CC2. The result is 0 (non-inhibitor). (4) The result is 0 (non-inhibitor). The compound is COC(=O)N1CCC2(CCCN(Cc3cc(C(F)(F)F)cc(C(F)(F)F)c3)C2)CC1. (5) The compound is Cn1c2c(c(=O)n(C)c1=O)C(C(F)(F)F)(C(F)(F)F)N=C(c1ccc(Cl)cc1)N2. The result is 0 (non-inhibitor). (6) The compound is Cn1c(CN2CCOCC2)nnc1SCc1ccccc1. The result is 0 (non-inhibitor). (7) The molecule is Cc1nnc(NS(=O)(=O)c2ccc(N)cc2)s1. The result is 0 (non-inhibitor). (8) The molecule is Cc1noc(C)c1C(=O)N1CCC[C@@]2(CCN(Cc3cc(C(F)(F)F)cc(C(F)(F)F)c3)C2)C1. The result is 0 (non-inhibitor). (9) The compound is CCCCCCC(C)(C)c1ccc([C@@H]2C[C@H](O)CC[C@@H]2CCCO)c(O)c1. The result is 0 (non-inhibitor). (10) The compound is COc1ccccc1-c1cncnc1NCc1cccs1. The result is 1 (inhibitor).